From a dataset of Full USPTO retrosynthesis dataset with 1.9M reactions from patents (1976-2016). Predict the reactants needed to synthesize the given product. (1) Given the product [Cl:1][C:2]1[CH:7]=[C:6]([Cl:8])[CH:5]=[CH:4][C:3]=1[C:13]1[CH:14]=[C:15]2[C:19]3=[C:20]([CH2:22][S:23][CH2:24][CH2:25][N:18]3[C@H:17]3[CH2:26][CH2:27][NH:28][CH2:29][C@@H:16]23)[CH:21]=1, predict the reactants needed to synthesize it. The reactants are: [Cl:1][C:2]1[CH:7]=[C:6]([Cl:8])[CH:5]=[CH:4][C:3]=1B(O)O.Br[C:13]1[CH:14]=[C:15]2[C:19]3=[C:20]([CH2:22][S:23][CH2:24][CH2:25][N:18]3[C@H:17]3[CH2:26][CH2:27][N:28](C(OC(C)(C)C)=O)[CH2:29][C@@H:16]23)[CH:21]=1. (2) Given the product [F:1][C:2]([F:15])([F:16])[C:3]([NH:5][CH2:6][CH2:7][CH2:8][CH2:9][C@H:10]([NH:14][C:22]([O:21][C:17]([CH3:20])([CH3:19])[CH3:18])=[O:23])[C:11]([OH:13])=[O:12])=[O:4], predict the reactants needed to synthesize it. The reactants are: [F:1][C:2]([F:16])([F:15])[C:3]([NH:5][CH2:6][CH2:7][CH2:8][CH2:9][C@H:10]([NH2:14])[C:11]([OH:13])=[O:12])=[O:4].[C:17]([O:21][C:22](=O)[O:23]C(C)(C)C)([CH3:20])([CH3:19])[CH3:18].O.Cl. (3) The reactants are: [OH:1][CH:2]1[CH2:5][N:4]([C:6]([O:8][C:9]([CH3:12])([CH3:11])[CH3:10])=[O:7])[CH2:3]1.C1(=O)O[CH2:16][CH2:15][O:14]1. Given the product [OH:14][CH2:15][CH2:16][O:1][CH:2]1[CH2:3][N:4]([C:6]([O:8][C:9]([CH3:12])([CH3:11])[CH3:10])=[O:7])[CH2:5]1, predict the reactants needed to synthesize it. (4) Given the product [CH3:1][N:2]([CH3:3])[S:13]([CH:10]([CH3:12])[CH3:11])(=[O:15])=[O:14], predict the reactants needed to synthesize it. The reactants are: [CH3:1][NH:2][CH3:3].N1C=CC=CC=1.[CH:10]([S:13](Cl)(=[O:15])=[O:14])([CH3:12])[CH3:11]. (5) The reactants are: C([NH:9][C:10](=[S:36])[NH:11][C:12]1[N:17]=[C:16]2[N:18]([CH2:30][CH3:31])[C:19]([C:21]([N:23]([CH:27]3[CH2:29][CH2:28]3)[CH:24]3[CH2:26][CH2:25]3)=[O:22])=[CH:20][C:15]2=[C:14]2[N:32]([CH3:35])[CH:33]=[N:34][C:13]=12)(=O)C1C=CC=CC=1.[OH-].[Na+]. Given the product [CH:27]1([N:23]([CH:24]2[CH2:25][CH2:26]2)[C:21]([C:19]2[N:18]([CH2:30][CH3:31])[C:16]3=[N:17][C:12]([NH:11][C:10]([NH2:9])=[S:36])=[C:13]4[N:34]=[CH:33][N:32]([CH3:35])[C:14]4=[C:15]3[CH:20]=2)=[O:22])[CH2:28][CH2:29]1, predict the reactants needed to synthesize it. (6) Given the product [CH:24]1([CH2:23][NH:22][C:20]([C:15]2[C:14]([NH:13][C:10]([C:3]3[C:4]4[C:9](=[CH:8][CH:7]=[CH:6][CH:5]=4)[NH:1][N:2]=3)=[O:11])=[CH:19][CH:18]=[CH:17][N:16]=2)=[O:21])[CH2:27][CH2:26][CH2:25]1, predict the reactants needed to synthesize it. The reactants are: [NH:1]1[C:9]2[C:4](=[CH:5][CH:6]=[CH:7][CH:8]=2)[C:3]([C:10](Cl)=[O:11])=[N:2]1.[NH2:13][C:14]1[C:15]([C:20]([NH:22][CH2:23][CH:24]2[CH2:27][CH2:26][CH2:25]2)=[O:21])=[N:16][CH:17]=[CH:18][CH:19]=1. (7) Given the product [Cl:12][C:13]1[C:18]([N:19]2[CH2:20][CH2:21][CH:22]([C:25]3[CH:30]=[CH:29][CH:28]=[CH:27][C:26]=3[O:31][CH3:32])[CH2:23][CH2:24]2)=[CH:17][N:16]=[N:15][C:14]=1[NH:33][NH:34][C:9](=[O:11])[CH2:8][CH:5]1[CH2:6][CH2:7]1, predict the reactants needed to synthesize it. The reactants are: S(Cl)(Cl)=O.[CH:5]1([CH2:8][C:9]([OH:11])=O)[CH2:7][CH2:6]1.[Cl:12][C:13]1[C:18]([N:19]2[CH2:24][CH2:23][CH:22]([C:25]3[CH:30]=[CH:29][CH:28]=[CH:27][C:26]=3[O:31][CH3:32])[CH2:21][CH2:20]2)=[CH:17][N:16]=[N:15][C:14]=1[NH:33][NH2:34].C(=O)(O)[O-].[Na+]. (8) Given the product [ClH:1].[Cl:1][C:2]1[CH:3]=[CH:4][C:5]([O:29][CH2:30][CH:31]([CH3:33])[CH3:32])=[C:6]([CH2:8][N:9]2[C:13]([CH3:14])=[CH:12][C:11]([NH:15][C:16](=[O:28])[C:17]3[CH:22]=[CH:21][C:20]([CH:23]4[CH2:24][CH2:25][CH2:26][NH:27]4)=[CH:19][CH:18]=3)=[N:10]2)[CH:7]=1, predict the reactants needed to synthesize it. The reactants are: [Cl:1][C:2]1[CH:3]=[CH:4][C:5]([O:29][CH2:30][CH:31]([CH3:33])[CH3:32])=[C:6]([CH2:8][N:9]2[C:13]([CH3:14])=[CH:12][C:11]([NH:15][C:16](=[O:28])[C:17]3[CH:22]=[CH:21][C:20]([C:23]4[CH2:24][CH2:25][CH2:26][N:27]=4)=[CH:19][CH:18]=3)=[N:10]2)[CH:7]=1.C(O)(=O)C.C(O[BH-](OC(=O)C)OC(=O)C)(=O)C.[Na+]. (9) Given the product [Cl:22][C:7]1[S:8][C:9]([C:12]2[CH:17]=[CH:16][CH:15]=[CH:14][CH:13]=2)=[N:10][N:11]=1, predict the reactants needed to synthesize it. The reactants are: S(O)(O)(=O)=O.N[C:7]1[S:8][C:9]([C:12]2[CH:17]=[CH:16][CH:15]=[CH:14][CH:13]=2)=[N:10][N:11]=1.N([O-])=O.[Na+].[ClH:22].